From a dataset of Buchwald-Hartwig C-N cross coupling reaction yields with 55,370 reactions. Predict the reaction yield, written as a fraction of the theoretical maximum amount of product (1.0 means a 100% yield; for example, 0.34 means a 34% yield). (1) The reactants are COc1ccc(Cl)cc1.Cc1ccc(N)cc1.O=S(=O)(O[Pd]1c2ccccc2-c2ccccc2N~1)C(F)(F)F.CC(C)c1cc(C(C)C)c(-c2ccccc2P(C(C)(C)C)C(C)(C)C)c(C(C)C)c1.CN(C)C(=NC(C)(C)C)N(C)C.Cc1cc(-c2ccccc2)on1. No catalyst specified. The product is COc1ccc(Nc2ccc(C)cc2)cc1. The yield is 0.00719. (2) The reactants are FC(F)(F)c1ccc(Br)cc1.Cc1ccc(N)cc1.O=S(=O)(O[Pd]1c2ccccc2-c2ccccc2N~1)C(F)(F)F.COc1ccc(OC)c(P(C(C)(C)C)C(C)(C)C)c1-c1c(C(C)C)cc(C(C)C)cc1C(C)C.CN(C)C(=NC(C)(C)C)N(C)C.c1ccc2oncc2c1. No catalyst specified. The product is Cc1ccc(Nc2ccc(C(F)(F)F)cc2)cc1. The yield is 0.299. (3) The reactants are CCc1ccc(I)cc1.Cc1ccc(N)cc1.O=S(=O)(O[Pd]1c2ccccc2-c2ccccc2N~1)C(F)(F)F.COc1ccc(OC)c(P(C(C)(C)C)C(C)(C)C)c1-c1c(C(C)C)cc(C(C)C)cc1C(C)C.CCN=P(N=P(N(C)C)(N(C)C)N(C)C)(N(C)C)N(C)C.COC(=O)c1cc(-c2cccs2)on1. No catalyst specified. The product is CCc1ccc(Nc2ccc(C)cc2)cc1. The yield is 0.669. (4) The reactants are Ic1cccnc1.Cc1ccc(N)cc1.O=S(=O)(O[Pd]1c2ccccc2-c2ccccc2N~1)C(F)(F)F.COc1ccc(OC)c(P(C(C)(C)C)C(C)(C)C)c1-c1c(C(C)C)cc(C(C)C)cc1C(C)C.CN(C)C(=NC(C)(C)C)N(C)C.CCOC(=O)c1cc(C)no1. No catalyst specified. The product is Cc1ccc(Nc2cccnc2)cc1. The yield is 0.728. (5) The reactants are Clc1cccnc1.Cc1ccc(N)cc1.O=S(=O)(O[Pd]1c2ccccc2-c2ccccc2N~1)C(F)(F)F.COc1ccc(OC)c(P(C(C)(C)C)C(C)(C)C)c1-c1c(C(C)C)cc(C(C)C)cc1C(C)C.CCN=P(N=P(N(C)C)(N(C)C)N(C)C)(N(C)C)N(C)C.CCOC(=O)c1cnoc1C. No catalyst specified. The product is Cc1ccc(Nc2cccnc2)cc1. The yield is 0.137. (6) The reactants are Ic1ccccn1.Cc1ccc(N)cc1.O=S(=O)(O[Pd]1c2ccccc2-c2ccccc2N~1)C(F)(F)F.COc1ccc(OC)c(P([C@]23C[C@H]4C[C@H](C[C@H](C4)C2)C3)[C@]23C[C@H]4C[C@H](C[C@H](C4)C2)C3)c1-c1c(C(C)C)cc(C(C)C)cc1C(C)C.CN(C)C(=NC(C)(C)C)N(C)C.CCOC(=O)c1cc(OC)no1. No catalyst specified. The product is Cc1ccc(Nc2ccccn2)cc1. The yield is 0.455. (7) The yield is 0.663. The product is CCc1ccc(Nc2ccc(C)cc2)cc1. The reactants are CCc1ccc(I)cc1.Cc1ccc(N)cc1.O=S(=O)(O[Pd]1c2ccccc2-c2ccccc2N~1)C(F)(F)F.CC(C)c1cc(C(C)C)c(-c2ccccc2P(C2CCCCC2)C2CCCCC2)c(C(C)C)c1.CN1CCCN2CCCN=C12.Cc1ccon1. No catalyst specified.